From a dataset of Reaction yield outcomes from USPTO patents with 853,638 reactions. Predict the reaction yield, written as a fraction of the theoretical maximum amount of product (1.0 means a 100% yield; for example, 0.34 means a 34% yield). (1) The reactants are Br[C:2]1[S:3][CH:4]=[CH:5][N:6]=1.[NH:7]1[CH2:12][CH2:11][NH:10][CH2:9][CH2:8]1. The catalyst is C(O)CCC. The product is [S:3]1[CH:4]=[CH:5][N:6]=[C:2]1[N:7]1[CH2:12][CH2:11][NH:10][CH2:9][CH2:8]1. The yield is 0.870. (2) The reactants are [CH3:1][O:2][C:3]1[CH:12]=[CH:11][C:10]2[C:5](=[CH:6][C:7]([C:13]([O:15]CC)=[O:14])=[CH:8][CH:9]=2)[N:4]=1.[OH-].[Li+]. The catalyst is O1CCCC1. The product is [CH3:1][O:2][C:3]1[CH:12]=[CH:11][C:10]2[C:5](=[CH:6][C:7]([C:13]([OH:15])=[O:14])=[CH:8][CH:9]=2)[N:4]=1. The yield is 0.960.